This data is from Full USPTO retrosynthesis dataset with 1.9M reactions from patents (1976-2016). The task is: Predict the reactants needed to synthesize the given product. (1) The reactants are: [F:1][C:2]1[CH:10]=[CH:9][CH:8]=[CH:7][C:3]=1[C:4]([OH:6])=O.[C:11]([C:15]1[N:20]=[C:19]([N:21]2[CH2:26][CH2:25][N:24]([CH2:27][CH2:28][CH2:29][CH2:30][NH2:31])[CH2:23][CH2:22]2)[CH:18]=[C:17]([CH:32]2[CH2:35][CH2:34][CH2:33]2)[N:16]=1)([CH3:14])([CH3:13])[CH3:12].C(N(C(C)C)CC)(C)C.OC1C2N=NNC=2C=CC=1.Cl.C(N=C=NCCCN(C)C)C. Given the product [C:11]([C:15]1[N:20]=[C:19]([N:21]2[CH2:22][CH2:23][N:24]([CH2:27][CH2:28][CH2:29][CH2:30][NH:31][C:4](=[O:6])[C:3]3[CH:7]=[CH:8][CH:9]=[CH:10][C:2]=3[F:1])[CH2:25][CH2:26]2)[CH:18]=[C:17]([CH:32]2[CH2:35][CH2:34][CH2:33]2)[N:16]=1)([CH3:14])([CH3:12])[CH3:13], predict the reactants needed to synthesize it. (2) Given the product [CH2:16]([N:12]1[C:11]2[CH:10]=[CH:9][CH:8]=[CH:7][C:6]=2[C:5]2[C:13]1=[CH:1][CH:2]=[CH:3][CH:4]=2)[CH2:17][CH2:18][CH2:19][CH2:20][CH2:21][CH2:22][CH3:23], predict the reactants needed to synthesize it. The reactants are: [CH:1]1[C:13]2[NH:12][C:11]3[C:6](=[CH:7][CH:8]=[CH:9][CH:10]=3)[C:5]=2[CH:4]=[CH:3][CH:2]=1.[OH-].[Na+].[CH2:16](Br)[CH2:17][CH2:18][CH2:19][CH2:20][CH2:21][CH2:22][CH3:23]. (3) Given the product [O:33]1[CH2:34][CH2:35][CH2:36][CH:32]1[CH2:31][NH:30][S:27]([C:24]1[CH:25]=[CH:26][C:21]([N:6]2[C:5]3[CH2:8][CH2:9][O:10][CH2:11][C:4]=3[C:3]([C:2]([F:12])([F:1])[F:13])=[N:7]2)=[CH:22][CH:23]=1)(=[O:29])=[O:28], predict the reactants needed to synthesize it. The reactants are: [F:1][C:2]([F:13])([F:12])[C:3]1[C:4]2[CH2:11][O:10][CH2:9][CH2:8][C:5]=2[NH:6][N:7]=1.C(=O)([O-])[O-].[K+].[K+].I[C:21]1[CH:26]=[CH:25][C:24]([S:27]([NH:30][CH2:31][CH:32]2[CH2:36][CH2:35][CH2:34][O:33]2)(=[O:29])=[O:28])=[CH:23][CH:22]=1.CN(C)CC(O)=O. (4) Given the product [Br:16][C:17]1[CH:18]=[CH:19][C:20]2[N:21]([CH:23]=[C:24]([C:26]([NH:15][CH2:14][C:4]3[CH:5]=[C:6]([O:9][C:10]([F:12])([F:11])[F:13])[CH:7]=[CH:8][C:3]=3[O:2][CH3:1])=[O:27])[N:25]=2)[CH:22]=1, predict the reactants needed to synthesize it. The reactants are: [CH3:1][O:2][C:3]1[CH:8]=[CH:7][C:6]([O:9][C:10]([F:13])([F:12])[F:11])=[CH:5][C:4]=1[CH2:14][NH2:15].[Br:16][C:17]1[CH:18]=[CH:19][C:20]2[N:21]([CH:23]=[C:24]([C:26](OCC)=[O:27])[N:25]=2)[CH:22]=1. (5) Given the product [O:40]=[C:2]1[CH:3]=[CH:4][C:5]([C:8]2[C:17]3[C:12](=[CH:13][C:14]([O:23][CH3:24])=[C:15]4[O:20][C:19]([CH3:22])([CH3:21])[CH2:18][C:16]4=3)[CH2:11][C:10]([CH3:26])([CH3:25])[N:9]=2)=[CH:6][N:7]1[C:28]1[CH:29]=[C:30]([C:33]([NH2:35])=[O:34])[CH:31]=[CH:32][N:27]=1, predict the reactants needed to synthesize it. The reactants are: Cl[C:2]1[N:7]=[CH:6][C:5]([C:8]2[C:17]3[C:12](=[CH:13][C:14]([O:23][CH3:24])=[C:15]4[O:20][C:19]([CH3:22])([CH3:21])[CH2:18][C:16]4=3)[CH2:11][C:10]([CH3:26])([CH3:25])[N:9]=2)=[CH:4][CH:3]=1.[N+:27]1([O-])[CH:32]=[CH:31][C:30]([C:33]([NH2:35])=[O:34])=[CH:29][CH:28]=1.Br.C(O)(=[O:40])C.[OH-].[Na+].